Dataset: Peptide-MHC class II binding affinity with 134,281 pairs from IEDB. Task: Regression. Given a peptide amino acid sequence and an MHC pseudo amino acid sequence, predict their binding affinity value. This is MHC class II binding data. (1) The peptide sequence is QNILLSNVPLGPQFP. The MHC is DRB1_0401 with pseudo-sequence DRB1_0401. The binding affinity (normalized) is 0.770. (2) The peptide sequence is GKWKIIYFYPKDFTFVCPTE. The MHC is DRB1_0701 with pseudo-sequence DRB1_0701. The binding affinity (normalized) is 0.750.